From a dataset of Catalyst prediction with 721,799 reactions and 888 catalyst types from USPTO. Predict which catalyst facilitates the given reaction. Reactant: [Cl:1][C:2]1[N:7]=[CH:6][C:5]([CH2:8][NH:9][C:10]([C:12]2([C:18]#[N:19])[CH2:17][CH2:16][NH:15][CH2:14][CH2:13]2)=[O:11])=[CH:4][CH:3]=1.Cl[C:21]1[C:22]2[CH:29]=[CH:28][NH:27][C:23]=2[N:24]=[CH:25][N:26]=1.C(N(CC)CC)C. Product: [Cl:1][C:2]1[N:7]=[CH:6][C:5]([CH2:8][NH:9][C:10]([C:12]2([C:18]#[N:19])[CH2:13][CH2:14][N:15]([C:21]3[C:22]4[CH:29]=[CH:28][NH:27][C:23]=4[N:24]=[CH:25][N:26]=3)[CH2:16][CH2:17]2)=[O:11])=[CH:4][CH:3]=1. The catalyst class is: 51.